Dataset: NCI-60 drug combinations with 297,098 pairs across 59 cell lines. Task: Regression. Given two drug SMILES strings and cell line genomic features, predict the synergy score measuring deviation from expected non-interaction effect. Drug 1: C1C(C(OC1N2C=NC(=NC2=O)N)CO)O. Drug 2: N.N.Cl[Pt+2]Cl. Cell line: COLO 205. Synergy scores: CSS=45.8, Synergy_ZIP=-4.84, Synergy_Bliss=-1.79, Synergy_Loewe=4.77, Synergy_HSA=6.12.